The task is: Predict the product of the given reaction.. This data is from Forward reaction prediction with 1.9M reactions from USPTO patents (1976-2016). (1) Given the reactants [Cl:1][C:2]1[CH:3]=[CH:4][C:5]([S:9][CH2:10][C:11]2[CH:16]=[CH:15][CH:14]=[CH:13][C:12]=2[N+:17]([O-:19])=[O:18])=[C:6]([CH:8]=1)[NH2:7].[O:20]1[C:24]2[CH:25]=[CH:26][CH:27]=[CH:28][C:23]=2[CH:22]=[C:21]1[S:29](Cl)(=[O:31])=[O:30], predict the reaction product. The product is: [Cl:1][C:2]1[CH:3]=[CH:4][C:5]([S:9][CH2:10][C:11]2[CH:16]=[CH:15][CH:14]=[CH:13][C:12]=2[N+:17]([O-:19])=[O:18])=[C:6]([NH:7][S:29]([C:21]2[O:20][C:24]3[CH:25]=[CH:26][CH:27]=[CH:28][C:23]=3[CH:22]=2)(=[O:30])=[O:31])[CH:8]=1. (2) Given the reactants [CH3:1][O:2][C:3]1[CH:28]=[CH:27][C:6]([C:7]([NH:9][C:10]2[S:14][C:13]([NH:15][C:16]3[CH:21]=[CH:20][C:19]([O:22][CH3:23])=[CH:18][CH:17]=3)=[N:12][C:11]=2[C:24]([NH2:26])=[O:25])=[O:8])=[CH:5][C:4]=1[N+:29]([O-])=O.[NH4+].[Cl-], predict the reaction product. The product is: [NH2:29][C:4]1[CH:5]=[C:6]([CH:27]=[CH:28][C:3]=1[O:2][CH3:1])[C:7]([NH:9][C:10]1[S:14][C:13]([NH:15][C:16]2[CH:17]=[CH:18][C:19]([O:22][CH3:23])=[CH:20][CH:21]=2)=[N:12][C:11]=1[C:24]([NH2:26])=[O:25])=[O:8]. (3) Given the reactants [H-].[Na+].[CH3:3][CH:4]([OH:8])[C:5]#[C:6][CH3:7].[Cl:9][C:10]1[CH:15]=[C:14](Cl)[N:13]=[CH:12][N:11]=1.[Cl-].[NH4+], predict the reaction product. The product is: [Cl:9][C:10]1[CH:15]=[C:14]([O:8][CH:4]([CH3:3])[C:5]#[C:6][CH3:7])[N:13]=[CH:12][N:11]=1. (4) Given the reactants F[C:2](F)(F)C(O)=O.ClCCl.CS(C1C=[C:17]2[C:21](=[CH:22]C=1)[N:20]([C:24]1N=CN=C(OC3CCN(C(OC(C)(C)C)=O)CC3)[CH:25]=1)[CH2:19][CH2:18]2)(=O)=O, predict the reaction product. The product is: [CH:21]([N:20]([CH:24]([CH3:25])[CH3:2])[CH2:19][CH3:18])([CH3:17])[CH3:22]. (5) Given the reactants Cl[C:2]1[C:11]2[C:6](=[CH:7][C:8]([O:12][CH3:13])=[CH:9][CH:10]=2)[C:5]([C:14]2[CH:19]=[CH:18][CH:17]=[CH:16][CH:15]=2)=[C:4]([CH2:20][N:21]([CH3:23])[CH3:22])[N:3]=1.[C:24]([Cu])#[N:25], predict the reaction product. The product is: [CH3:22][N:21]([CH2:20][C:4]1[N:3]=[C:2]([C:24]#[N:25])[C:11]2[C:6]([C:5]=1[C:14]1[CH:19]=[CH:18][CH:17]=[CH:16][CH:15]=1)=[CH:7][C:8]([O:12][CH3:13])=[CH:9][CH:10]=2)[CH3:23]. (6) Given the reactants [CH:1]1([C:7]([C:9]2[CH:10]=[N:11][C:12]([C:15]3[CH:20]=[CH:19][C:18]([C:21]([F:24])([F:23])[F:22])=[CH:17][CH:16]=3)=[N:13][CH:14]=2)=O)[CH2:6][CH2:5][CH2:4][CH2:3][CH2:2]1.C([O-])(=O)C.[NH4+].C([BH3-])#[N:31].[Na+], predict the reaction product. The product is: [CH:1]1([CH:7]([C:9]2[CH:10]=[N:11][C:12]([C:15]3[CH:20]=[CH:19][C:18]([C:21]([F:24])([F:23])[F:22])=[CH:17][CH:16]=3)=[N:13][CH:14]=2)[NH2:31])[CH2:6][CH2:5][CH2:4][CH2:3][CH2:2]1. (7) Given the reactants Cl[C:2]1[C:11]2[C:6](=[CH:7][CH:8]=[CH:9][CH:10]=2)[C:5]([NH:12][C:13]2[CH:18]=[CH:17][CH:16]=[C:15]([C:19]3[N:23]([CH3:24])[C:22]([CH3:25])=[N:21][CH:20]=3)[CH:14]=2)=[N:4][N:3]=1.[NH2:26][C:27]1[CH:32]=[CH:31][CH:30]=[CH:29][CH:28]=1, predict the reaction product. The product is: [CH3:24][N:23]1[C:19]([C:15]2[CH:14]=[C:13]([NH:12][C:5]3[C:6]4[C:11](=[CH:10][CH:9]=[CH:8][CH:7]=4)[C:2]([NH:26][C:27]4[CH:32]=[CH:31][CH:30]=[CH:29][CH:28]=4)=[N:3][N:4]=3)[CH:18]=[CH:17][CH:16]=2)=[CH:20][N:21]=[C:22]1[CH3:25]. (8) Given the reactants [NH2:1][C@H:2]1[CH2:6][CH2:5][N:4](C(OC(C)(C)C)=O)[CH2:3]1.Br[C:15]1[CH:24]=[CH:23][CH:22]=[C:21]2[C:16]=1[CH:17]=[CH:18][N:19]=[CH:20]2, predict the reaction product. The product is: [NH:4]1[CH2:5][CH2:6][C@H:2]([NH:1][C:15]2[C:16]3[CH:17]=[CH:18][N:19]=[CH:20][C:21]=3[CH:22]=[CH:23][CH:24]=2)[CH2:3]1. (9) Given the reactants F[C:2]1[CH:7]=[CH:6][CH:5]=[CH:4][C:3]=1[N+:8]([O-:10])=[O:9].[CH3:11][C:12]1[CH:13]=[C:14]([N:18]2[CH2:23][CH2:22][CH:21]([NH2:24])[CH2:20][CH2:19]2)[CH:15]=[CH:16][CH:17]=1.CCN(CC)CC, predict the reaction product. The product is: [N+:8]([C:3]1[CH:4]=[CH:5][CH:6]=[CH:7][C:2]=1[NH:24][CH:21]1[CH2:22][CH2:23][N:18]([C:14]2[CH:13]=[C:12]([CH3:11])[CH:17]=[CH:16][CH:15]=2)[CH2:19][CH2:20]1)([O-:10])=[O:9]. (10) Given the reactants [H-].C([Al+]CC(C)C)C(C)C.[CH3:11][N:12]1[CH:16]=[C:15]([N+:17]([O-:19])=[O:18])[C:14]([C:20](OC)=[O:21])=[N:13]1.C(O)(=O)CC(CC(O)=O)(C(O)=O)O, predict the reaction product. The product is: [CH3:11][N:12]1[CH:16]=[C:15]([N+:17]([O-:19])=[O:18])[C:14]([CH2:20][OH:21])=[N:13]1.